This data is from Peptide-MHC class II binding affinity with 134,281 pairs from IEDB. The task is: Regression. Given a peptide amino acid sequence and an MHC pseudo amino acid sequence, predict their binding affinity value. This is MHC class II binding data. (1) The peptide sequence is TIAAMMTSPLSVASM. The MHC is DRB1_1001 with pseudo-sequence DRB1_1001. The binding affinity (normalized) is 0.907. (2) The peptide sequence is AFKVAATAANAAPANY. The MHC is H-2-IAd with pseudo-sequence H-2-IAd. The binding affinity (normalized) is 0.867. (3) The peptide sequence is RADEINAIFEENEVD. The MHC is DRB1_0801 with pseudo-sequence DRB1_0801. The binding affinity (normalized) is 0. (4) The peptide sequence is DLVANQPNLKALREK. The MHC is DRB1_0701 with pseudo-sequence DRB1_0701. The binding affinity (normalized) is 0.0758. (5) The peptide sequence is GKTFSVGTGNCTTNI. The MHC is DRB1_0404 with pseudo-sequence DRB1_0404. The binding affinity (normalized) is 0.348. (6) The binding affinity (normalized) is 0. The MHC is DRB3_0202 with pseudo-sequence DRB3_0202. The peptide sequence is AAAGAEAGKATTEEQ. (7) The peptide sequence is TSICSLYQLENYCN. The MHC is DRB1_1501 with pseudo-sequence DRB1_1501. The binding affinity (normalized) is 0.378.